This data is from Full USPTO retrosynthesis dataset with 1.9M reactions from patents (1976-2016). The task is: Predict the reactants needed to synthesize the given product. (1) Given the product [N:23]1[N:22]([CH2:21][C:20]2[CH:27]=[C:28]([Cl:31])[CH:29]=[CH:30][C:19]=2/[CH:16]=[CH:15]/[C:14]([N:11]2[CH2:12][CH2:13][CH:8]([CH2:7][C:5]3[O:6][C:2]([CH3:1])=[N:3][N:4]=3)[CH2:9][CH2:10]2)=[O:17])[N:26]=[CH:25][CH:24]=1, predict the reactants needed to synthesize it. The reactants are: [CH3:1][C:2]1[O:6][C:5]([CH2:7][CH:8]2[CH2:13][CH2:12][N:11]([C:14](=[O:17])[CH:15]=[CH2:16])[CH2:10][CH2:9]2)=[N:4][N:3]=1.Br[C:19]1[CH:30]=[CH:29][C:28]([Cl:31])=[CH:27][C:20]=1[CH2:21][N:22]1[N:26]=[CH:25][CH:24]=[N:23]1.C1(C)C=CC=CC=1P(C1C=CC=CC=1C)C1C=CC=CC=1C.O. (2) Given the product [Br:1][C:2]1[CH:3]=[C:4]2[C:9](=[CH:10][CH:11]=1)[N:8]=[C:7]([OH:12])[C:6]([CH2:42][C:41]1[CH:40]=[N:39][C:38]([C:37]([F:47])([F:36])[F:46])=[CH:45][CH:44]=1)=[C:5]2[OH:13], predict the reactants needed to synthesize it. The reactants are: [Br:1][C:2]1[CH:3]=[C:4]2[C:9](=[CH:10][CH:11]=1)[NH:8][C:7](=[O:12])[CH:6]=[C:5]2[OH:13].BrC1C=C2C(=CC=1)N=C(Cl)C(CC1C=CC(C#N)=CC=1)=C2Cl.[F:36][C:37]([F:47])([F:46])[C:38]1[CH:45]=[CH:44][C:41]([CH:42]=O)=[CH:40][N:39]=1.CC1NC(C)=C(C(OCC)=O)CC=1C(OCC)=O. (3) The reactants are: [NH:1]1[CH:5]=[N:4][C:3]([C:6]2[CH:7]=[CH:8][C:9]3[N:10]([CH:12]=[C:13]([C:15]([O:17]CC)=[O:16])[N:14]=3)[CH:11]=2)=[N:2]1.CC(C)(OC(NC1N=C(C2C=CC3N(C=C(C(O)=O)N=3)C=2)C=CC=1)=O)C. Given the product [NH:1]1[CH:5]=[N:4][C:3]([C:6]2[CH:7]=[CH:8][C:9]3[N:10]([CH:12]=[C:13]([C:15]([OH:17])=[O:16])[N:14]=3)[CH:11]=2)=[N:2]1, predict the reactants needed to synthesize it.